Dataset: Full USPTO retrosynthesis dataset with 1.9M reactions from patents (1976-2016). Task: Predict the reactants needed to synthesize the given product. (1) Given the product [CH2:31]([N:19]([C:20]1[C:25]([O:26][CH3:27])=[CH:24][C:23]([CH:28]([CH3:30])[CH3:29])=[CH:22][N:21]=1)[S:16]([C:13]1[CH:14]=[CH:15][C:10]([O:8][CH2:7][CH:4]2[CH2:5][CH2:6][O:1][CH2:2][CH2:3]2)=[CH:11][CH:12]=1)(=[O:18])=[O:17])[CH:32]([CH3:34])[CH3:33], predict the reactants needed to synthesize it. The reactants are: [O:1]1[CH2:6][CH2:5][CH:4]([CH2:7][OH:8])[CH2:3][CH2:2]1.F[C:10]1[CH:15]=[CH:14][C:13]([S:16]([N:19]([CH2:31][CH:32]([CH3:34])[CH3:33])[C:20]2[C:25]([O:26][CH3:27])=[CH:24][C:23]([CH:28]([CH3:30])[CH3:29])=[CH:22][N:21]=2)(=[O:18])=[O:17])=[CH:12][CH:11]=1.[H-].[Na+]. (2) Given the product [CH3:1][C:2]1[N:7]([CH2:31][C:28]2[CH:27]=[CH:26][C:25]([C@H:23]([CH3:24])[CH2:22][C:21]([O:20][CH3:19])=[O:37])=[CH:30][CH:29]=2)[C:6](=[O:8])[C:5]([C:9]2[CH:10]=[CH:11][C:12]([N+:15]([O-:17])=[O:16])=[CH:13][CH:14]=2)=[C:4]([CH3:18])[N:3]=1, predict the reactants needed to synthesize it. The reactants are: [CH3:1][C:2]1[NH:3][C:4]([CH3:18])=[C:5]([C:9]2[CH:14]=[CH:13][C:12]([N+:15]([O-:17])=[O:16])=[CH:11][CH:10]=2)[C:6](=[O:8])[N:7]=1.[CH3:19][O:20][C:21](=[O:37])[CH2:22][C@H:23]([C:25]1[CH:30]=[CH:29][C:28]([CH2:31]OS(C)(=O)=O)=[CH:27][CH:26]=1)[CH3:24].C(=O)([O-])[O-].[Cs+].[Cs+]. (3) Given the product [C:11]([C:10]1[CH2:9][CH:20]([CH2:19][CH2:18][O:17][Si:16]([CH:31]([CH3:32])[CH3:33])([CH:28]([CH3:30])[CH3:29])[CH:13]([CH3:14])[CH3:15])[CH2:21][CH2:22][CH:23]=1)#[CH:12], predict the reactants needed to synthesize it. The reactants are: [Si](C=[N+]=[N-])(C)(C)C.[Li][CH2:9][CH2:10][CH2:11][CH3:12].[CH:13]([Si:16]([CH:31]([CH3:33])[CH3:32])([CH:28]([CH3:30])[CH3:29])[O:17][CH2:18][CH2:19][CH:20]1CC(C=O)=[CH:23][CH2:22][CH2:21]1)([CH3:15])[CH3:14]. (4) Given the product [C:18]([O:17][C:16]([NH:15][C:13]1[CH:14]=[C:9]([CH:10]=[CH:11][C:12]=1[CH3:23])[O:8][C:5]1[CH:4]=[CH:3][C:2]([NH:1][C:25]([NH:24][C:27](=[O:28])[O:29][CH2:30][CH3:31])=[S:26])=[N:7][CH:6]=1)=[O:22])([CH3:19])([CH3:20])[CH3:21], predict the reactants needed to synthesize it. The reactants are: [NH2:1][C:2]1[N:7]=[CH:6][C:5]([O:8][C:9]2[CH:10]=[CH:11][C:12]([CH3:23])=[C:13]([NH:15][C:16](=[O:22])[O:17][C:18]([CH3:21])([CH3:20])[CH3:19])[CH:14]=2)=[CH:4][CH:3]=1.[N:24]([C:27]([O:29][CH2:30][CH3:31])=[O:28])=[C:25]=[S:26]. (5) Given the product [CH3:1][NH:8][CH2:10][C:11]1[CH:16]=[CH:15][C:14]([CH2:17][CH2:18][OH:19])=[CH:13][CH:12]=1, predict the reactants needed to synthesize it. The reactants are: [CH2:1]([N:8]([CH2:10][C:11]1[CH:16]=[CH:15][C:14]([CH2:17][CH2:18][OH:19])=[CH:13][CH:12]=1)C)C1C=CC=CC=1. (6) The reactants are: [CH2:1]([C:5]1[CH:6]=[C:7]([O:12][C:13]2[C:14]([F:38])=[C:15]([CH2:20][NH:21][C:22]([C:24]3[N:28](COCC[Si](C)(C)C)[CH:27]=[N:26][C:25]=3[Cl:37])=[O:23])[CH:16]=[CH:17][C:18]=2[Cl:19])[CH:8]=[C:9]([Cl:11])[CH:10]=1)[CH2:2][CH2:3][CH3:4].C(O)(C(F)(F)F)=O.C(=O)(O)[O-].[Na+]. Given the product [CH2:1]([C:5]1[CH:6]=[C:7]([O:12][C:13]2[C:14]([F:38])=[C:15]([CH2:20][NH:21][C:22]([C:24]3[NH:28][CH:27]=[N:26][C:25]=3[Cl:37])=[O:23])[CH:16]=[CH:17][C:18]=2[Cl:19])[CH:8]=[C:9]([Cl:11])[CH:10]=1)[CH2:2][CH2:3][CH3:4], predict the reactants needed to synthesize it.